This data is from Catalyst prediction with 721,799 reactions and 888 catalyst types from USPTO. The task is: Predict which catalyst facilitates the given reaction. (1) Product: [Cl:1][C:2]1[CH:3]=[CH:4][C:5]([O:25][CH3:26])=[C:6]([NH:8][C:9](=[O:24])[CH2:10][N:11]2[C:19]3[CH2:18][CH2:17][N:16]([CH2:28][C:29]([O:31][CH2:32][CH3:33])=[O:30])[CH2:15][C:14]=3[C:13]([C:20]([F:23])([F:22])[F:21])=[N:12]2)[CH:7]=1. The catalyst class is: 21. Reactant: [Cl:1][C:2]1[CH:3]=[CH:4][C:5]([O:25][CH3:26])=[C:6]([NH:8][C:9](=[O:24])[CH2:10][N:11]2[C:19]3[CH2:18][CH2:17][NH:16][CH2:15][C:14]=3[C:13]([C:20]([F:23])([F:22])[F:21])=[N:12]2)[CH:7]=1.Br[CH2:28][C:29]([O:31][CH2:32][CH3:33])=[O:30].C(=O)([O-])[O-].[K+].[K+]. (2) Reactant: Cl.[NH2:2][CH2:3][CH2:4][N:5]1[C:10]([C:11]2[CH:16]=[CH:15][C:14]([O:17][CH3:18])=[CH:13][C:12]=2[O:19][CH3:20])=[CH:9][C:8](=[O:21])[NH:7][C:6]1=[S:22].F[P-](F)(F)(F)(F)F.N1(OC(N(C)C)=[N+](C)C)C2N=CC=CC=2N=N1.[C:47]([O:51][C:52]([NH:54][CH2:55][C:56](O)=[O:57])=[O:53])([CH3:50])([CH3:49])[CH3:48].C(N(C(C)C)CC)(C)C. Product: [CH3:20][O:19][C:12]1[CH:13]=[C:14]([O:17][CH3:18])[CH:15]=[CH:16][C:11]=1[C:10]1[N:5]([CH2:4][CH2:3][NH:2][C:56](=[O:57])[CH2:55][NH:54][C:52](=[O:53])[O:51][C:47]([CH3:48])([CH3:49])[CH3:50])[C:6](=[S:22])[NH:7][C:8](=[O:21])[CH:9]=1. The catalyst class is: 2.